This data is from Full USPTO retrosynthesis dataset with 1.9M reactions from patents (1976-2016). The task is: Predict the reactants needed to synthesize the given product. (1) Given the product [CH3:10][O:9][C:7]([C:5]1[S:6][C:2]([C:26]2[CH:27]=[CH:28][C:23]([C:20]([CH2:21][CH3:22])([C:39]3[CH:44]=[CH:43][C:42]([OH:45])=[C:41]([CH3:46])[CH:40]=3)[CH2:18][CH3:19])=[CH:24][C:25]=2[CH3:38])=[C:3]([CH3:11])[CH:4]=1)=[O:8], predict the reactants needed to synthesize it. The reactants are: Br[C:2]1[S:6][C:5]([C:7]([O:9][CH3:10])=[O:8])=[CH:4][C:3]=1[CH3:11].C(=O)([O-])[O-].[Na+].[Na+].[CH2:18]([C:20]([C:39]1[CH:44]=[CH:43][C:42]([OH:45])=[C:41]([CH3:46])[CH:40]=1)([C:23]1[CH:28]=[CH:27][C:26](B2OC(C)(C)C(C)(C)O2)=[C:25]([CH3:38])[CH:24]=1)[CH2:21][CH3:22])[CH3:19].C(OCC)(=O)C. (2) Given the product [CH2:17]([O:19][NH:20][C:13]([C:10]1[CH:9]=[CH:8][C:7]([C:1]2[CH:2]=[CH:3][CH:4]=[CH:5][CH:6]=2)=[CH:12][N:11]=1)=[O:15])[CH3:18], predict the reactants needed to synthesize it. The reactants are: [C:1]1([C:7]2[CH:8]=[CH:9][C:10]([C:13]([OH:15])=O)=[N:11][CH:12]=2)[CH:6]=[CH:5][CH:4]=[CH:3][CH:2]=1.Cl.[CH2:17]([O:19][NH2:20])[CH3:18]. (3) Given the product [NH2:1][C:2]1[N:7]=[CH:6][C:5]([C:8]2[CH:9]=[N:10][N:11]([CH2:13][C:14]([NH:33][CH2:32][C:31]3[CH:34]=[CH:35][C:36]([F:37])=[C:29]([F:28])[CH:30]=3)=[O:16])[CH:12]=2)=[CH:4][C:3]=1[C:17]1[NH:21][C:20]2[CH:22]=[C:23]([O:26][CH3:27])[CH:24]=[CH:25][C:19]=2[N:18]=1, predict the reactants needed to synthesize it. The reactants are: [NH2:1][C:2]1[N:7]=[CH:6][C:5]([C:8]2[CH:9]=[N:10][N:11]([CH2:13][C:14]([OH:16])=O)[CH:12]=2)=[CH:4][C:3]=1[C:17]1[NH:21][C:20]2[CH:22]=[C:23]([O:26][CH3:27])[CH:24]=[CH:25][C:19]=2[N:18]=1.[F:28][C:29]1[CH:30]=[C:31]([CH:34]=[CH:35][C:36]=1[F:37])[CH2:32][NH2:33].C1C=CC2N(O)N=NC=2C=1.CN1CCOCC1. (4) Given the product [C:4]([O:3][C:1]([C@:8]([NH2:20])([CH2:12][CH3:13])[CH:9]=[O:10])=[O:2])([CH3:7])([CH3:6])[CH3:5], predict the reactants needed to synthesize it. The reactants are: [C:1]([CH:8]([CH2:12][CH3:13])[C@@H:9](N)[OH:10])([O:3][C:4]([CH3:7])([CH3:6])[CH3:5])=[O:2].CC1(C)[N:20]([O])C(C)(C)CCC1.[Br-].[Na+].C(=O)(O)[O-].[Na+]. (5) Given the product [Cl:1][C:2]1[CH:3]=[C:4]([S:9]([N:12]2[CH2:29][CH2:28][CH2:27][C@H:13]2[C:14]([NH:16][C@@H:17]([CH2:18][CH2:19][C:20](=[O:21])[N:60]2[CH2:65][CH2:64][CH:63]([CH2:66][N:67]3[CH2:71][CH2:70][O:69][C:68]3=[O:72])[CH2:62][CH2:61]2)[C:23]([O:25][CH3:26])=[O:24])=[O:15])(=[O:11])=[O:10])[CH:5]=[C:6]([Cl:8])[CH:7]=1, predict the reactants needed to synthesize it. The reactants are: [Cl:1][C:2]1[CH:3]=[C:4]([S:9]([N:12]2[CH2:29][CH2:28][CH2:27][C@H:13]2[C:14]([NH:16][C@H:17]([C:23]([O:25][CH3:26])=[O:24])[CH2:18][CH2:19][C:20]([O-])=[O:21])=[O:15])(=[O:11])=[O:10])[CH:5]=[C:6]([Cl:8])[CH:7]=1.CCN=C=NCCCN(C)C.Cl.C1C=CC2N(O)N=NC=2C=1.CN1CCOCC1.Cl.[NH:60]1[CH2:65][CH2:64][CH:63]([CH2:66][N:67]2[CH2:71][CH2:70][O:69][C:68]2=[O:72])[CH2:62][CH2:61]1. (6) Given the product [CH2:13]([NH:12][C:10]([C:6]1([C:3](=[O:5])[CH2:4][Br:1])[CH2:9][CH2:8][CH2:7]1)=[O:11])[C:14]1[CH:15]=[CH:16][CH:17]=[CH:18][CH:19]=1, predict the reactants needed to synthesize it. The reactants are: [Br:1]Br.[C:3]([C:6]1([C:10]([NH:12][CH2:13][C:14]2[CH:19]=[CH:18][CH:17]=[CH:16][CH:15]=2)=[O:11])[CH2:9][CH2:8][CH2:7]1)(=[O:5])[CH3:4]. (7) Given the product [CH3:33][O:34][C:35]1[C:36]([O:58][CH3:59])=[CH:37][C:38]2[C@H:39]3[CH2:57][S:56][CH2:55][CH2:54][C@H:40]3[N:41]=[C:42]([C:45]3[CH:46]=[CH:47][C:48]([C:49]([N:29]4[CH2:30][CH2:31][CH:26]([N:12]5[C:13](=[O:25])[C:14]6[S:18][C:17]([C:19]7[CH:24]=[CH:23][CH:22]=[CH:21][CH:20]=7)=[CH:16][C:15]=6[N:10]([CH2:9][C:6]6[N:7]=[N:8][N:4]([CH2:2][CH3:3])[N:5]=6)[C:11]5=[O:32])[CH2:27][CH2:28]4)=[O:50])=[CH:52][CH:53]=3)[C:43]=2[CH:44]=1, predict the reactants needed to synthesize it. The reactants are: Cl.[CH2:2]([N:4]1[N:8]=[N:7][C:6]([CH2:9][N:10]2[C:15]3[CH:16]=[C:17]([C:19]4[CH:24]=[CH:23][CH:22]=[CH:21][CH:20]=4)[S:18][C:14]=3[C:13](=[O:25])[N:12]([CH:26]3[CH2:31][CH2:30][NH:29][CH2:28][CH2:27]3)[C:11]2=[O:32])=[N:5]1)[CH3:3].[CH3:33][O:34][C:35]1[C:36]([O:58][CH3:59])=[CH:37][C:38]2[C@H:39]3[CH2:57][S:56][CH2:55][CH2:54][C@H:40]3[N:41]=[C:42]([C:45]3[CH:53]=[CH:52][C:48]([C:49](O)=[O:50])=[CH:47][CH:46]=3)[C:43]=2[CH:44]=1.CN(C(ON1N=NC2C=CC=CC1=2)=[N+](C)C)C.F[P-](F)(F)(F)(F)F.CCN(C(C)C)C(C)C.C(=O)(O)[O-].[Na+].